Dataset: Reaction yield outcomes from USPTO patents with 853,638 reactions. Task: Predict the reaction yield, written as a fraction of the theoretical maximum amount of product (1.0 means a 100% yield; for example, 0.34 means a 34% yield). (1) The reactants are [NH2:1][C:2]1[C:3]([C:19]([OH:21])=O)=[N:4][C:5]([N:8]2[CH2:13][CH2:12][N:11]([S:14]([CH2:17][CH3:18])(=[O:16])=[O:15])[CH2:10][CH2:9]2)=[CH:6][N:7]=1.Cl.[CH3:23][O:24][NH:25][CH3:26].C(N(CC)CC)C.CN(C(ON1N=NC2C=CC=CC1=2)=[N+](C)C)C.[B-](F)(F)(F)F. The catalyst is CN(C=O)C.O. The product is [NH2:1][C:2]1[C:3]([C:19]([N:25]([O:24][CH3:23])[CH3:26])=[O:21])=[N:4][C:5]([N:8]2[CH2:9][CH2:10][N:11]([S:14]([CH2:17][CH3:18])(=[O:15])=[O:16])[CH2:12][CH2:13]2)=[CH:6][N:7]=1. The yield is 0.760. (2) The reactants are [CH:1]([C:3]1[O:7][C:6]([C:8]([O:10][CH3:11])=[O:9])=[CH:5][CH:4]=1)=[CH2:2]. The catalyst is CO. The product is [CH2:1]([C:3]1[O:7][C:6]([C:8]([O:10][CH3:11])=[O:9])=[CH:5][CH:4]=1)[CH3:2]. The yield is 0.840.